From a dataset of Full USPTO retrosynthesis dataset with 1.9M reactions from patents (1976-2016). Predict the reactants needed to synthesize the given product. Given the product [CH3:5][C:6]1[CH:11]=[C:10]([NH:12][C:13]2[CH:18]=[C:17]([C:19]([F:21])([F:20])[F:22])[CH:16]=[CH:15][N:14]=2)[N:9]=[C:8]([C:23]2[N:24]=[N:25][N:26]([CH:28]3[CH2:29][CH2:30][NH:1][C:31](=[O:34])[CH2:32][CH2:33]3)[CH:27]=2)[CH:7]=1, predict the reactants needed to synthesize it. The reactants are: [N-:1]=[N+]=[N-].[Na+].[CH3:5][C:6]1[CH:11]=[C:10]([NH:12][C:13]2[CH:18]=[C:17]([C:19]([F:22])([F:21])[F:20])[CH:16]=[CH:15][N:14]=2)[N:9]=[C:8]([C:23]2[N:24]=[N:25][N:26]([CH:28]3[CH2:33][CH2:32][C:31](=[O:34])[CH2:30][CH2:29]3)[CH:27]=2)[CH:7]=1.CS(O)(=O)=O.